This data is from Forward reaction prediction with 1.9M reactions from USPTO patents (1976-2016). The task is: Predict the product of the given reaction. Given the reactants I[C:2]1[CH:42]=[CH:41][C:5]([CH2:6][C:7]2[C:8]([O:16][C@:17]3([O:35][C@H:34]([CH2:36][O:37][C:38](=[O:40])[CH3:39])[C@@H:29]([O:30][C:31](=[O:33])[CH3:32])[C@H:24]([O:25][C:26](=[O:28])[CH3:27])[C@H:19]3[O:20][C:21](=[O:23])[CH3:22])[OH:18])=[N:9][N:10]([CH:13]([CH3:15])[CH3:14])[C:11]=2[CH3:12])=[CH:4][CH:3]=1.CCN(CC)CC.[CH3:50][Si:51]([C:54]#[CH:55])([CH3:53])[CH3:52].CCOC(C)=O, predict the reaction product. The product is: [CH3:50][Si:51]([C:54]#[C:55][C:2]1[CH:3]=[CH:4][C:5]([CH2:6][C:7]2[C:8]([O:16][C@:17]3([O:35][C@H:34]([CH2:36][O:37][C:38](=[O:40])[CH3:39])[C@@H:29]([O:30][C:31](=[O:33])[CH3:32])[C@H:24]([O:25][C:26](=[O:28])[CH3:27])[C@H:19]3[O:20][C:21](=[O:23])[CH3:22])[OH:18])=[N:9][N:10]([CH:13]([CH3:15])[CH3:14])[C:11]=2[CH3:12])=[CH:41][CH:42]=1)([CH3:53])[CH3:52].